Dataset: Peptide-MHC class II binding affinity with 134,281 pairs from IEDB. Task: Regression. Given a peptide amino acid sequence and an MHC pseudo amino acid sequence, predict their binding affinity value. This is MHC class II binding data. (1) The peptide sequence is PGLIIGALAGST. The MHC is HLA-DQA10301-DQB10302 with pseudo-sequence HLA-DQA10301-DQB10302. The binding affinity (normalized) is 0.280. (2) The peptide sequence is VCGMFTNRSGSQQWR. The MHC is HLA-DQA10201-DQB10202 with pseudo-sequence HLA-DQA10201-DQB10202. The binding affinity (normalized) is 0. (3) The peptide sequence is EKKYFAATCFEPLAA. The MHC is HLA-DPA10103-DPB10401 with pseudo-sequence HLA-DPA10103-DPB10401. The binding affinity (normalized) is 1.00. (4) The peptide sequence is GEEQIVDKIDAAFKI. The MHC is DRB1_1302 with pseudo-sequence DRB1_1302. The binding affinity (normalized) is 0.586. (5) The peptide sequence is GVLVATNFFGINTIP. The MHC is DRB4_0101 with pseudo-sequence DRB4_0103. The binding affinity (normalized) is 0.368. (6) The peptide sequence is SPTEFTSISSNSGNL. The MHC is DRB1_0301 with pseudo-sequence DRB1_0301. The binding affinity (normalized) is 0.208. (7) The peptide sequence is KVPWDQVVMTSLALV. The MHC is DRB5_0101 with pseudo-sequence DRB5_0101. The binding affinity (normalized) is 0.642.